This data is from Full USPTO retrosynthesis dataset with 1.9M reactions from patents (1976-2016). The task is: Predict the reactants needed to synthesize the given product. (1) Given the product [F:24][C:25]([F:34])([F:35])[C:26]1[CH:33]=[CH:32][C:29]([CH2:30][N:2]2[C@@H:3]([C:8]([NH:10][C:11]3([C:14]4[CH:15]=[CH:16][C:17]([C:18]([O:20][CH3:21])=[O:19])=[CH:22][CH:23]=4)[CH2:12][CH2:13]3)=[O:9])[CH2:4][CH2:5][CH:6]3[CH:1]2[CH2:7]3)=[CH:28][CH:27]=1, predict the reactants needed to synthesize it. The reactants are: [CH:1]12[CH2:7][CH:6]1[CH2:5][CH2:4][C@H:3]([C:8]([NH:10][C:11]1([C:14]3[CH:23]=[CH:22][C:17]([C:18]([O:20][CH3:21])=[O:19])=[CH:16][CH:15]=3)[CH2:13][CH2:12]1)=[O:9])[NH:2]2.[F:24][C:25]([F:35])([F:34])[C:26]1[CH:33]=[CH:32][C:29]([CH2:30]Br)=[CH:28][CH:27]=1.C([O-])([O-])=O.[Cs+].[Cs+]. (2) Given the product [CH3:18][N:19]([C:20]1[CH:25]=[CH:24][CH:23]=[CH:22][CH:21]=1)[C:2]1[CH:3]=[C:4]([CH2:8][CH2:9][OH:10])[CH:5]=[CH:6][CH:7]=1, predict the reactants needed to synthesize it. The reactants are: Br[C:2]1[CH:7]=[CH:6][CH:5]=[C:4]([CH2:8][CH2:9][O:10][Si](C(C)(C)C)(C)C)[CH:3]=1.[CH3:18][NH:19][C:20]1[CH:25]=[CH:24][CH:23]=[CH:22][CH:21]=1.CC1(C)C2C(=C(P(C3C=CC=CC=3)C3C=CC=CC=3)C=CC=2)OC2C(P(C3C=CC=CC=3)C3C=CC=CC=3)=CC=CC1=2.CC([O-])(C)C.[Na+]. (3) Given the product [C:49]1([B-:36]([C:30]2[CH:31]=[CH:32][CH:33]=[CH:34][CH:35]=2)([C:37]2[CH:38]=[CH:39][CH:40]=[CH:41][CH:42]=2)[C:43]2[CH:48]=[CH:47][CH:46]=[CH:45][CH:44]=2)[CH:50]=[CH:51][CH:52]=[CH:53][CH:54]=1.[CH3:2][N+:3]([CH2:23][C:24]1[CH:25]=[CH:26][CH:27]=[CH:28][CH:29]=1)([CH3:22])[CH2:4][CH2:5][CH2:6][CH2:7][CH2:8][CH2:9][CH2:10][CH2:11][CH2:12][CH2:13][CH2:14][CH2:15][CH2:16][CH2:17][CH2:18][CH2:19][CH2:20][CH3:21], predict the reactants needed to synthesize it. The reactants are: [Cl-].[CH3:2][N+:3]([CH2:23][C:24]1[CH:29]=[CH:28][CH:27]=[CH:26][CH:25]=1)([CH3:22])[CH2:4][CH2:5][CH2:6][CH2:7][CH2:8][CH2:9][CH2:10][CH2:11][CH2:12][CH2:13][CH2:14][CH2:15][CH2:16][CH2:17][CH2:18][CH2:19][CH2:20][CH3:21].[C:30]1([B-:36]([C:49]2[CH:54]=[CH:53][CH:52]=[CH:51][CH:50]=2)([C:43]2[CH:48]=[CH:47][CH:46]=[CH:45][CH:44]=2)[C:37]2[CH:42]=[CH:41][CH:40]=[CH:39][CH:38]=2)[CH:35]=[CH:34][CH:33]=[CH:32][CH:31]=1.[Na+]. (4) Given the product [C:1]([N:4]1[CH2:5][CH2:6][CH:7]([CH2:10][C:14]([NH:19][C:20]2[N:25]=[CH:24][C:23]([C:26]3[CH:33]=[CH:32][CH:31]=[C:28]([CH:29]=[O:30])[C:27]=3[F:34])=[CH:22][N:21]=2)=[O:15])[CH2:8][CH2:9]1)(=[O:3])[CH3:2], predict the reactants needed to synthesize it. The reactants are: [C:1]([N:4]1[CH2:9][CH2:8][CH:7]([C:10](O)=O)[CH2:6][CH2:5]1)(=[O:3])[CH3:2].C(Cl)(=O)[C:14](Cl)=[O:15].[NH2:19][C:20]1[N:25]=[CH:24][C:23]([C:26]2[C:27]([F:34])=[C:28]([CH:31]=[CH:32][CH:33]=2)[CH:29]=[O:30])=[CH:22][N:21]=1.CN(C=O)C. (5) Given the product [CH3:1][O:2][CH2:3][CH2:4][CH2:5][CH2:6][N:7]1[C:15]2[C:10](=[CH:11][CH:12]=[CH:13][CH:14]=2)[CH:9]=[C:8]1[C:16]([N:22]([CH2:21][CH:20]([CH3:44])[CH3:19])[C@H:23]1[CH2:28][C@@H:27]([C:29]([N:31]2[CH2:36][CH2:35][O:34][CH2:33][CH2:32]2)=[O:30])[CH2:26][N:25]([C:37]([O:39][C:40]([CH3:41])([CH3:42])[CH3:43])=[O:38])[CH2:24]1)=[O:18], predict the reactants needed to synthesize it. The reactants are: [CH3:1][O:2][CH2:3][CH2:4][CH2:5][CH2:6][N:7]1[C:15]2[C:10](=[CH:11][CH:12]=[CH:13][CH:14]=2)[CH:9]=[C:8]1[C:16]([OH:18])=O.[CH3:19][CH:20]([CH3:44])[CH2:21][NH:22][C@H:23]1[CH2:28][C@@H:27]([C:29]([N:31]2[CH2:36][CH2:35][O:34][CH2:33][CH2:32]2)=[O:30])[CH2:26][N:25]([C:37]([O:39][C:40]([CH3:43])([CH3:42])[CH3:41])=[O:38])[CH2:24]1.C(N(CC)C(C)C)(C)C.F[P-](F)(F)(F)(F)F.ClC(N(C)C)=[N+](C)C. (6) Given the product [F:1][C:2]1[CH:3]=[C:4]([CH:19]=[CH:20][C:21]=1[F:22])[CH2:5][NH:6][C:7]([C:9]1[CH:14]=[C:13]([N:24]([CH3:25])[CH3:23])[N:12]2[N:16]=[CH:17][CH:18]=[C:11]2[N:10]=1)=[O:8], predict the reactants needed to synthesize it. The reactants are: [F:1][C:2]1[CH:3]=[C:4]([CH:19]=[CH:20][C:21]=1[F:22])[CH2:5][NH:6][C:7]([C:9]1[CH:14]=[C:13](Cl)[N:12]2[N:16]=[CH:17][CH:18]=[C:11]2[N:10]=1)=[O:8].[CH3:23][NH:24][CH3:25]. (7) The reactants are: [F:1][C:2]([F:21])([F:20])[C:3]1[CH:4]=[C:5]([C:13]2[O:17][N:16]=[C:15]([CH2:18]O)[CH:14]=2)[CH:6]=[C:7]([C:9]([F:12])([F:11])[F:10])[CH:8]=1.C1(P(C2C=CC=CC=2)C2C=CC=CC=2)C=CC=CC=1.C(Cl)(Cl)(Cl)[Cl:42]. Given the product [Cl:42][CH2:18][C:15]1[CH:14]=[C:13]([C:5]2[CH:4]=[C:3]([C:2]([F:21])([F:20])[F:1])[CH:8]=[C:7]([C:9]([F:12])([F:11])[F:10])[CH:6]=2)[O:17][N:16]=1, predict the reactants needed to synthesize it. (8) Given the product [Br:1][C:2]1[CH:9]=[CH:8][C:5]([CH2:6][NH:7][C:13](=[NH:21])[CH:14]([O:18][CH2:19][CH3:20])[O:15][CH2:16][CH3:17])=[C:4]([Cl:10])[CH:3]=1, predict the reactants needed to synthesize it. The reactants are: [Br:1][C:2]1[CH:9]=[CH:8][C:5]([CH2:6][NH2:7])=[C:4]([Cl:10])[CH:3]=1.CO[C:13](=[NH:21])[CH:14]([O:18][CH2:19][CH3:20])[O:15][CH2:16][CH3:17]. (9) Given the product [Cl:5][C:6]1[CH:7]=[C:8]([CH:48]=[CH:49][C:50]=1[Cl:51])[CH:9]=[C:10]1[S:14][C:13](=[O:15])[N:12]([CH2:16][C:17]2[CH:18]=[C:19]([OH:39])[C:20]([OH:31])=[C:21]([OH:23])[CH:22]=2)[C:11]1=[O:47], predict the reactants needed to synthesize it. The reactants are: B(Br)(Br)Br.[Cl:5][C:6]1[CH:7]=[C:8]([CH:48]=[CH:49][C:50]=1[Cl:51])[CH:9]=[C:10]1[S:14][C:13](=[O:15])[N:12]([CH2:16][C:17]2[CH:22]=[C:21]([O:23]CC3C=CC=CC=3)[C:20]([O:31]CC3C=CC=CC=3)=[C:19]([O:39]CC3C=CC=CC=3)[CH:18]=2)[C:11]1=[O:47].O.